From a dataset of Catalyst prediction with 721,799 reactions and 888 catalyst types from USPTO. Predict which catalyst facilitates the given reaction. (1) Reactant: Cl[C:2]1[N:3]=[CH:4][C:5]2[NH:11][C:10](=[O:12])[C:9]([F:14])([F:13])[CH2:8][N:7]([CH:15]3[CH2:19][CH2:18][CH2:17][CH2:16]3)[C:6]=2[N:20]=1.[NH2:21][C:22]1[CH:30]=[CH:29][C:25]([C:26]([OH:28])=[O:27])=[CH:24][C:23]=1[O:31][CH3:32].Cl. Product: [CH:15]1([N:7]2[CH2:8][C:9]([F:14])([F:13])[C:10](=[O:12])[NH:11][C:5]3[CH:4]=[N:3][C:2]([NH:21][C:22]4[CH:30]=[CH:29][C:25]([C:26]([OH:28])=[O:27])=[CH:24][C:23]=4[O:31][CH3:32])=[N:20][C:6]2=3)[CH2:19][CH2:18][CH2:17][CH2:16]1. The catalyst class is: 8. (2) Reactant: [C:1]([N:5]1[C:9]([C:10]2[CH:15]=[CH:14][C:13]([F:16])=[CH:12][CH:11]=2)=[C:8]([C:17]2[S:18][CH:19]=[C:20]([CH2:22][C:23](O)=[O:24])[N:21]=2)[CH:7]=[N:6]1)([CH3:4])([CH3:3])[CH3:2].CN(C(ON1N=NC2C=CC=NC1=2)=[N+](C)C)C.F[P-](F)(F)(F)(F)F.[O:50]1[CH2:55][CH2:54][CH:53]([CH2:56][NH2:57])[CH2:52][CH2:51]1.O. Product: [C:1]([N:5]1[C:9]([C:10]2[CH:15]=[CH:14][C:13]([F:16])=[CH:12][CH:11]=2)=[C:8]([C:17]2[S:18][CH:19]=[C:20]([CH2:22][C:23]([NH:57][CH2:56][CH:53]3[CH2:54][CH2:55][O:50][CH2:51][CH2:52]3)=[O:24])[N:21]=2)[CH:7]=[N:6]1)([CH3:3])([CH3:2])[CH3:4]. The catalyst class is: 3. (3) Reactant: [C:1]([NH:20][CH2:21][CH2:22][CH2:23][N:24]([CH3:26])[CH3:25])(=[O:19])[CH2:2][CH2:3][CH2:4][CH2:5][CH2:6][CH2:7][CH2:8][CH2:9][CH2:10][CH2:11][CH2:12][CH2:13][CH2:14][CH2:15][CH2:16][CH2:17][CH3:18].[Cl:27][CH2:28][C:29]([O:31][C:32]1[CH:37]=[CH:36][C:35]([CH:38]([CH3:40])[CH3:39])=[C:34]([CH3:41])[CH:33]=1)=[O:30].ClCC([O-])=O. Product: [Cl-:27].[CH3:26][N+:24]([CH3:25])([CH2:28][C:29]([O:31][C:32]1[CH:37]=[CH:36][C:35]([CH:38]([CH3:40])[CH3:39])=[C:34]([CH3:41])[CH:33]=1)=[O:30])[CH2:23][CH2:22][CH2:21][NH:20][C:1](=[O:19])[CH2:2][CH2:3][CH2:4][CH2:5][CH2:6][CH2:7][CH2:8][CH2:9][CH2:10][CH2:11][CH2:12][CH2:13][CH2:14][CH2:15][CH2:16][CH2:17][CH3:18]. The catalyst class is: 22. (4) Product: [Br:14][CH2:15][C:16]([NH:10][C:9]1[CH:11]=[CH:12][CH:13]=[C:7]([F:6])[CH:8]=1)=[O:17]. The catalyst class is: 4. Reactant: C(=O)(O)[O-].[Na+].[F:6][C:7]1[CH:8]=[C:9]([CH:11]=[CH:12][CH:13]=1)[NH2:10].[Br:14][CH2:15][C:16](Br)=[O:17]. (5) Reactant: [CH2:1]([O:8][C:9]1[CH:10]=[CH:11][C:12]([N+:20]([O-:22])=[O:21])=[C:13]([CH:15]([OH:19])[C:16]([CH3:18])=[CH2:17])[CH:14]=1)[C:2]1[CH:7]=[CH:6][CH:5]=[CH:4][CH:3]=1. Product: [CH2:1]([O:8][C:9]1[CH:10]=[CH:11][C:12]([N+:20]([O-:22])=[O:21])=[C:13]([C:15](=[O:19])[C:16]([CH3:18])=[CH2:17])[CH:14]=1)[C:2]1[CH:3]=[CH:4][CH:5]=[CH:6][CH:7]=1. The catalyst class is: 327.